Dataset: Reaction yield outcomes from USPTO patents with 853,638 reactions. Task: Predict the reaction yield, written as a fraction of the theoretical maximum amount of product (1.0 means a 100% yield; for example, 0.34 means a 34% yield). (1) The reactants are C(Cl)(=O)C(Cl)=O.CS(C)=O.[Br:11][C:12]1[CH:27]=[CH:26][C:15]2[C:16]3[N:17]=[C:18]([CH2:24][OH:25])[S:19][C:20]=3[CH2:21][CH2:22][O:23][C:14]=2[CH:13]=1.C(N(CC)CC)C. The catalyst is ClCCl. The product is [Br:11][C:12]1[CH:27]=[CH:26][C:15]2[C:16]3[N:17]=[C:18]([CH:24]=[O:25])[S:19][C:20]=3[CH2:21][CH2:22][O:23][C:14]=2[CH:13]=1. The yield is 0.690. (2) The reactants are [F:1][C:2]1[CH:7]=[CH:6][C:5]([C:8]2[O:9][CH:10]=[C:11]([C:13]([CH3:17])([CH3:16])[CH2:14][NH2:15])[N:12]=2)=[CH:4][CH:3]=1.[F:18][C:19]([F:37])([F:36])[C:20]([C:22]1[CH:23]=[C:24]([C:27]2[CH:28]=[C:29]([CH:33]=[CH:34][CH:35]=2)[C:30](O)=[O:31])[S:25][CH:26]=1)=[O:21]. No catalyst specified. The product is [F:1][C:2]1[CH:3]=[CH:4][C:5]([C:8]2[O:9][CH:10]=[C:11]([C:13]([CH3:17])([CH3:16])[CH2:14][NH:15][C:30](=[O:31])[C:29]3[CH:33]=[CH:34][CH:35]=[C:27]([C:24]4[S:25][CH:26]=[C:22]([C:20](=[O:21])[C:19]([F:18])([F:36])[F:37])[CH:23]=4)[CH:28]=3)[N:12]=2)=[CH:6][CH:7]=1. The yield is 0.300. (3) The reactants are [CH2:1]1CN([P+](ON2N=NC3C=CC=CC2=3)(N2CCCC2)N2CCCC2)C[CH2:2]1.F[P-](F)(F)(F)(F)F.[Br:34][C:35]1[S:36][C:37]([NH:43][C:44]([O:46][C:47]([CH3:50])([CH3:49])[CH3:48])=[O:45])=[C:38]([C:40]([OH:42])=O)[N:39]=1.[NH2:51][C:52]1[CH:53]=[N:54][N:55]([CH3:72])[C:56]=1[N:57]1[CH2:62][CH2:61][CH:60]([CH2:63][NH:64][C:65](=[O:71])[O:66][C:67]([CH3:70])(C)C)[CH2:59][CH2:58]1.CCN(C(C)C)C(C)C. The catalyst is C(Cl)Cl. The product is [CH2:67]([O:66][C:65]([NH:64][CH2:63][CH:60]1[CH2:59][CH2:58][N:57]([C:56]2[N:55]([CH3:72])[N:54]=[CH:53][C:52]=2[NH:51][C:40]([C:38]2[N:39]=[C:35]([Br:34])[S:36][C:37]=2[NH:43][C:44](=[O:45])[O:46][C:47]([CH3:50])([CH3:49])[CH3:48])=[O:42])[CH2:62][CH2:61]1)=[O:71])[CH2:70][CH2:1][CH3:2]. The yield is 0.960. (4) The reactants are CCN(C(C)C)C(C)C.[F:10][C:11]1[CH:12]=[C:13]([CH:17]=[CH:18][C:19]=1[F:20])[C:14]([OH:16])=O.CN(C(ON1N=NC2C=CC=CC1=2)=[N+](C)C)C.[B-](F)(F)(F)F.[CH3:43][C@@H:44]([CH2:54][CH3:55])[C@H:45]([NH:52][CH3:53])[CH2:46][N:47]1[CH2:50][CH:49]([OH:51])[CH2:48]1. The catalyst is C(Cl)Cl. The product is [F:10][C:11]1[CH:12]=[C:13]([CH:17]=[CH:18][C:19]=1[F:20])[C:14]([N:52]([C@@H:45]([C@@H:44]([CH3:43])[CH2:54][CH3:55])[CH2:46][N:47]1[CH2:48][CH:49]([OH:51])[CH2:50]1)[CH3:53])=[O:16]. The yield is 0.680.